From a dataset of Reaction yield outcomes from USPTO patents with 853,638 reactions. Predict the reaction yield, written as a fraction of the theoretical maximum amount of product (1.0 means a 100% yield; for example, 0.34 means a 34% yield). (1) The reactants are C(=O)([O-])[O-].[K+].[K+].Cl[C:8]1[N:13]=[C:12]([S:14][C:15]#[N:16])[C:11]([N+:17]([O-:19])=[O:18])=[CH:10][N:9]=1.[F:20][C:21]1[CH:26]=[CH:25][C:24]([NH:27][C:28](=[O:34])[O:29][C:30]([CH3:33])([CH3:32])[CH3:31])=[C:23]([N+:35]([O-])=O)[CH:22]=1. The catalyst is C(#N)C.[Cl-].[Na+].O. The product is [F:20][C:21]1[CH:26]=[CH:25][C:24]([NH:27][C:28](=[O:34])[O:29][C:30]([CH3:31])([CH3:33])[CH3:32])=[C:23]([NH:35][C:8]2[N:13]=[C:12]([S:14][C:15]#[N:16])[C:11]([N+:17]([O-:19])=[O:18])=[CH:10][N:9]=2)[CH:22]=1. The yield is 0.710. (2) The reactants are Cl[C:2]1[N:7]=[CH:6][C:5]([N+:8]([O-:10])=[O:9])=[CH:4][N:3]=1.[F:11][C:12]([F:19])([F:18])[C:13]1[CH:14]=[N:15][NH:16][CH:17]=1.C([O-])([O-])=O.[K+].[K+]. The catalyst is C(#N)C. The product is [N+:8]([C:5]1[CH:4]=[N:3][C:2]([N:15]2[CH:14]=[C:13]([C:12]([F:19])([F:18])[F:11])[CH:17]=[N:16]2)=[N:7][CH:6]=1)([O-:10])=[O:9]. The yield is 0.490. (3) The reactants are [F:1][C:2]1[CH:15]=[CH:14][C:13]([F:16])=[CH:12][C:3]=1[O:4][C:5]1[CH:11]=[CH:10][C:8](N)=[CH:7][CH:6]=1.Cl.N([O-])=O.[Na+].[Na+].[I-:23]. The catalyst is O. The product is [F:1][C:2]1[CH:15]=[CH:14][C:13]([F:16])=[CH:12][C:3]=1[O:4][C:5]1[CH:11]=[CH:10][C:8]([I:23])=[CH:7][CH:6]=1. The yield is 0.780. (4) The reactants are [CH:1]1[C:14]2[C:5](=[CH:6][C:7]3[C:12]([C:13]=2[CH2:15][O:16][C:17](=[O:25])[NH:18][CH2:19][CH2:20][O:21][CH2:22][CH2:23][OH:24])=[CH:11][CH:10]=[CH:9][CH:8]=3)[CH:4]=[CH:3][CH:2]=1.[H-].[Na+].C1COCC1.[Cl:33][CH2:34][CH2:35][CH2:36][CH2:37]I. The catalyst is CCCCCCC.C(OCC)(=O)C. The product is [CH:11]1[C:12]2[C:7](=[CH:6][C:5]3[C:14]([C:13]=2[CH2:15][O:16][C:17](=[O:25])[NH:18][CH2:19][CH2:20][O:21][CH2:22][CH2:23][O:24][CH2:37][CH2:36][CH2:35][CH2:34][Cl:33])=[CH:1][CH:2]=[CH:3][CH:4]=3)[CH:8]=[CH:9][CH:10]=1. The yield is 0.320. (5) The reactants are [Cl:1][C:2]1[CH:7]=[CH:6][C:5]([S:8]([CH:11]([C:26]2[CH:31]=[C:30]([F:32])[CH:29]=[CH:28][C:27]=2[F:33])[C:12]2[CH:17]=[CH:16][CH:15]=[C:14](/[CH:18]=[CH:19]/[C:20]3[CH:25]=[CH:24][CH:23]=[CH:22][N:21]=3)[N:13]=2)(=[O:10])=[O:9])=[CH:4][CH:3]=1.CCCCCC.C(OCC)(=O)C. The catalyst is C(O)C.O1CCOCC1.[Ni]. The product is [Cl:1][C:2]1[CH:7]=[CH:6][C:5]([S:8]([CH:11]([C:26]2[CH:31]=[C:30]([F:32])[CH:29]=[CH:28][C:27]=2[F:33])[C:12]2[CH:17]=[CH:16][CH:15]=[C:14]([CH2:18][CH2:19][C:20]3[CH:25]=[CH:24][CH:23]=[CH:22][N:21]=3)[N:13]=2)(=[O:9])=[O:10])=[CH:4][CH:3]=1. The yield is 0.610. (6) The reactants are [F:1][C:2]1[CH:10]=[CH:9][CH:8]=[C:7]2[C:3]=1[C:4](=[O:12])O[C:6]2=[O:11].[O:13]1[CH2:18][CH2:17][CH:16]([CH2:19][NH2:20])[CH2:15][CH2:14]1. The catalyst is C(O)(=O)C. The product is [F:1][C:2]1[CH:10]=[CH:9][CH:8]=[C:7]2[C:3]=1[C:4](=[O:12])[N:20]([CH2:19][CH:16]1[CH2:17][CH2:18][O:13][CH2:14][CH2:15]1)[C:6]2=[O:11]. The yield is 0.750.